Dataset: Full USPTO retrosynthesis dataset with 1.9M reactions from patents (1976-2016). Task: Predict the reactants needed to synthesize the given product. (1) Given the product [CH:32]1([CH2:31][O:1][C:2]2[CH:3]=[C:4]([C:8]3[C:17]4[C:12](=[C:13]([C:18]([F:21])([F:19])[F:20])[CH:14]=[CH:15][CH:16]=4)[N:11]=[CH:10][C:9]=3[C:22]([C:24]3[CH:25]=[CH:26][CH:27]=[CH:28][CH:29]=3)=[O:23])[CH:5]=[CH:6][CH:7]=2)[CH2:37][CH2:36][CH2:35][CH2:34][CH2:33]1, predict the reactants needed to synthesize it. The reactants are: [OH:1][C:2]1[CH:3]=[C:4]([C:8]2[C:17]3[C:12](=[C:13]([C:18]([F:21])([F:20])[F:19])[CH:14]=[CH:15][CH:16]=3)[N:11]=[CH:10][C:9]=2[C:22]([C:24]2[CH:29]=[CH:28][CH:27]=[CH:26][CH:25]=2)=[O:23])[CH:5]=[CH:6][CH:7]=1.Br[CH2:31][CH:32]1[CH2:37][CH2:36][CH2:35][CH2:34][CH2:33]1. (2) Given the product [CH3:12][O:11][C:9](=[O:10])[CH2:8][C@H:5]1[CH2:4][CH2:3][C@H:2]([O:1][C@@H:32]2[CH2:28][CH2:29][N:30]([C:33]([O:35][CH2:36][C:37]3[CH:42]=[CH:41][CH:40]=[CH:39][CH:38]=3)=[O:34])[CH2:31]2)[CH2:7][CH2:6]1, predict the reactants needed to synthesize it. The reactants are: [OH:1][C@H:2]1[CH2:7][CH2:6][C@H:5]([CH2:8][C:9]([O:11][CH3:12])=[O:10])[CH2:4][CH2:3]1.CCN(C(C)C)C(C)C.[Si](Cl)(C)(C)C.O=[C:28]1[CH2:32][CH2:31][N:30]([C:33]([O:35][CH2:36][C:37]2[CH:42]=[CH:41][CH:40]=[CH:39][CH:38]=2)=[O:34])[CH2:29]1.C([SiH](CC)CC)C.[Si](OS(C(F)(F)F)(=O)=O)(C)(C)C.CC#N.C(=O)=O.